Dataset: Reaction yield outcomes from USPTO patents with 853,638 reactions. Task: Predict the reaction yield, written as a fraction of the theoretical maximum amount of product (1.0 means a 100% yield; for example, 0.34 means a 34% yield). The yield is 0.830. The product is [Ca+2:46].[C:1]1([C:7]2[CH:11]=[C:10]([C:12]3[CH:17]=[CH:16][CH:15]=[CH:14][CH:13]=3)[N:9]([CH2:18][C:19]3[CH:38]=[CH:37][C:22]([CH2:23][O:24][C:25]4[CH:30]=[CH:29][C:28]([CH2:31][CH2:32][C:33]([O-:35])=[O:34])=[C:27]([F:36])[CH:26]=4)=[CH:21][C:20]=3[O:39][CH:40]([CH3:42])[CH3:41])[N:8]=2)[CH:6]=[CH:5][CH:4]=[CH:3][CH:2]=1.[C:1]1([C:7]2[CH:11]=[C:10]([C:12]3[CH:17]=[CH:16][CH:15]=[CH:14][CH:13]=3)[N:9]([CH2:18][C:19]3[CH:38]=[CH:37][C:22]([CH2:23][O:24][C:25]4[CH:30]=[CH:29][C:28]([CH2:31][CH2:32][C:33]([O-:35])=[O:34])=[C:27]([F:36])[CH:26]=4)=[CH:21][C:20]=3[O:39][CH:40]([CH3:42])[CH3:41])[N:8]=2)[CH:6]=[CH:5][CH:4]=[CH:3][CH:2]=1. The reactants are [C:1]1([C:7]2[CH:11]=[C:10]([C:12]3[CH:17]=[CH:16][CH:15]=[CH:14][CH:13]=3)[N:9]([CH2:18][C:19]3[CH:38]=[CH:37][C:22]([CH2:23][O:24][C:25]4[CH:30]=[CH:29][C:28]([CH2:31][CH2:32][C:33]([OH:35])=[O:34])=[C:27]([F:36])[CH:26]=4)=[CH:21][C:20]=3[O:39][CH:40]([CH3:42])[CH3:41])[N:8]=2)[CH:6]=[CH:5][CH:4]=[CH:3][CH:2]=1.[OH-].[Na+].[Cl-].[Ca+2:46].[Cl-]. The catalyst is CO.O.